From a dataset of Full USPTO retrosynthesis dataset with 1.9M reactions from patents (1976-2016). Predict the reactants needed to synthesize the given product. (1) Given the product [Br:14][C:13]1[C:8]([C:24]2[CH:23]=[C:22]([F:21])[CH:27]=[C:26]([F:28])[CH:25]=2)=[C:9]([C:16](=[O:18])[CH3:17])[CH:10]=[C:11]([Cl:15])[CH:12]=1, predict the reactants needed to synthesize it. The reactants are: [Na].FC(F)(F)S(O[C:8]1[C:13]([Br:14])=[CH:12][C:11]([Cl:15])=[CH:10][C:9]=1[C:16](=[O:18])[CH3:17])(=O)=O.[F:21][C:22]1[CH:23]=[C:24](B(O)O)[CH:25]=[C:26]([F:28])[CH:27]=1. (2) Given the product [CH3:1][O:2][CH2:3][CH2:4][O:5][CH2:6][CH2:7][O:8][CH2:9][CH2:10][O:11][CH2:12][CH2:13][CH2:14][NH:15][C:16]1[C:17]([C:53]([NH:55][C@@H:56]([C:57]([OH:59])=[O:58])[CH2:67][OH:68])=[O:54])=[N:18][C:19]([NH:38][CH2:39][CH2:40][CH2:41][O:42][CH2:43][CH2:44][O:45][CH2:46][CH2:47][O:48][CH2:49][CH2:50][O:51][CH3:52])=[C:20]([C:22]([NH:24][C@@H:25]([C:26]([OH:35])=[O:27])[CH2:36][OH:37])=[O:23])[N:21]=1, predict the reactants needed to synthesize it. The reactants are: [CH3:1][O:2][CH2:3][CH2:4][O:5][CH2:6][CH2:7][O:8][CH2:9][CH2:10][O:11][CH2:12][CH2:13][CH2:14][NH:15][C:16]1[C:17]([C:53]([NH:55][C@H:56]([CH2:67][OH:68])[C:57]([O:59]CC2C=CC=CC=2)=[O:58])=[O:54])=[N:18][C:19]([NH:38][CH2:39][CH2:40][CH2:41][O:42][CH2:43][CH2:44][O:45][CH2:46][CH2:47][O:48][CH2:49][CH2:50][O:51][CH3:52])=[C:20]([C:22]([NH:24][C@H:25]([CH2:36][OH:37])[C:26](=[O:35])[O:27]CC2C=CC=CC=2)=[O:23])[N:21]=1. (3) The reactants are: F[C:2]1[C:11]2[C:6](=[CH:7][CH:8]=[CH:9][CH:10]=2)[C:5]([S:12]([C:15]2[CH:20]=[CH:19][CH:18]=[CH:17][CH:16]=2)(=[O:14])=[O:13])=[CH:4][CH:3]=1.[C:21](=O)([O-])[O-].[K+].[K+].C[C@H:28]1[CH2:33][NH:32][C@@H:31]([CH3:34])[CH2:30][NH:29]1. Given the product [CH3:34][C@H:31]1[NH:32][C@@H:33]([CH3:21])[CH2:28][N:29]([C:2]2[C:11]3[C:6](=[CH:7][CH:8]=[CH:9][CH:10]=3)[C:5]([S:12]([C:15]3[CH:20]=[CH:19][CH:18]=[CH:17][CH:16]=3)(=[O:14])=[O:13])=[CH:4][CH:3]=2)[CH2:30]1, predict the reactants needed to synthesize it. (4) Given the product [Cl:8][C:9]1[C:10]([CH3:16])=[C:11]([NH:12][C:3](=[O:5])[CH:2]=[N:26][OH:27])[CH:13]=[CH:14][CH:15]=1, predict the reactants needed to synthesize it. The reactants are: Cl[C:2](Cl)(Cl)[CH:3]([OH:5])O.[Cl:8][C:9]1[C:10]([CH3:16])=[C:11]([CH:13]=[CH:14][CH:15]=1)[NH2:12].S([O-])([O-])(=O)=O.[Na+].[Na+].Cl.Cl.[NH2:26][OH:27]. (5) The reactants are: [C:1]([OH:8])(=[O:7])/[CH:2]=[CH:3]/[C:4]([OH:6])=[O:5].[S:9]1[CH:13]=[CH:12][C:11]2[C:14]([N:18]3[CH2:23][CH2:22][N:21]([CH2:24][CH2:25][CH2:26][O:27][C:28]4[CH:37]=[C:36]5[C:31]([CH2:32][CH2:33][N:34]([CH3:39])[C:35]5=[O:38])=[CH:30][CH:29]=4)[CH2:20][CH2:19]3)=[CH:15][CH:16]=[CH:17][C:10]1=2. Given the product [C:1]([OH:8])(=[O:7])/[CH:2]=[CH:3]/[C:4]([OH:6])=[O:5].[C:1]([OH:8])(=[O:7])/[CH:2]=[CH:3]/[C:4]([OH:6])=[O:5].[S:9]1[CH:13]=[CH:12][C:11]2[C:14]([N:18]3[CH2:19][CH2:20][N:21]([CH2:24][CH2:25][CH2:26][O:27][C:28]4[CH:37]=[C:36]5[C:31]([CH2:32][CH2:33][N:34]([CH3:39])[C:35]5=[O:38])=[CH:30][CH:29]=4)[CH2:22][CH2:23]3)=[CH:15][CH:16]=[CH:17][C:10]1=2, predict the reactants needed to synthesize it.